Dataset: Peptide-MHC class I binding affinity with 185,985 pairs from IEDB/IMGT. Task: Regression. Given a peptide amino acid sequence and an MHC pseudo amino acid sequence, predict their binding affinity value. This is MHC class I binding data. (1) The peptide sequence is PRFGSCYFL. The MHC is HLA-B18:01 with pseudo-sequence HLA-B18:01. The binding affinity (normalized) is 0.0847. (2) The peptide sequence is ICQNFILL. The MHC is H-2-Db with pseudo-sequence H-2-Db. The binding affinity (normalized) is 0.0927. (3) The peptide sequence is HAEMQNPVY. The MHC is HLA-A24:03 with pseudo-sequence HLA-A24:03. The binding affinity (normalized) is 0.213. (4) The peptide sequence is YLGSWATGK. The MHC is HLA-B40:01 with pseudo-sequence HLA-B40:01. The binding affinity (normalized) is 0.0847. (5) The peptide sequence is WPALSSIAA. The MHC is HLA-B40:01 with pseudo-sequence HLA-B40:01. The binding affinity (normalized) is 0.0847.